This data is from Reaction yield outcomes from USPTO patents with 853,638 reactions. The task is: Predict the reaction yield, written as a fraction of the theoretical maximum amount of product (1.0 means a 100% yield; for example, 0.34 means a 34% yield). (1) The reactants are [CH:1]1([S:4]([O:7][CH2:8][CH2:9][CH2:10][CH3:11])(=[O:6])=[O:5])[CH2:3][CH2:2]1.[Li][CH2:13]CCC.IC. The catalyst is C1COCC1. The product is [CH3:13][C:1]1([S:4]([O:7][CH2:8][CH2:9][CH2:10][CH3:11])(=[O:6])=[O:5])[CH2:3][CH2:2]1. The yield is 0.490. (2) The reactants are [NH2:1][C:2]1[N:7]=[CH:6][N:5]=[C:4]2[N:8]([CH:12]([C:14]3[CH:21]=[C:20]([Cl:22])[C:17]([C:18]#[N:19])=[C:16]([CH:23]4[CH2:26][NH:25][CH2:24]4)[C:15]=3[O:27][CH3:28])[CH3:13])[N:9]=[C:10]([CH3:11])[C:3]=12.C(N(CC)CC)C.[C:36](Cl)(=[O:38])[CH3:37]. The catalyst is O1CCCC1.CO. The product is [C:36]([N:25]1[CH2:24][CH:23]([C:16]2[C:15]([O:27][CH3:28])=[C:14]([CH:12]([N:8]3[C:4]4=[N:5][CH:6]=[N:7][C:2]([NH2:1])=[C:3]4[C:10]([CH3:11])=[N:9]3)[CH3:13])[CH:21]=[C:20]([Cl:22])[C:17]=2[C:18]#[N:19])[CH2:26]1)(=[O:38])[CH3:37]. The yield is 0.590. (3) The reactants are [Br:1][C:2]1[CH:11]=[C:10]2[C:5]([CH:6]=[CH:7][C:8](Cl)=[N:9]2)=[N:4][CH:3]=1.[NH3:13].O. The catalyst is O1CCOCC1. The product is [Br:1][C:2]1[CH:11]=[C:10]2[C:5]([CH:6]=[CH:7][C:8]([NH2:13])=[N:9]2)=[N:4][CH:3]=1. The yield is 0.800. (4) The reactants are [N+:1]([C:4]1[CH:5]=[CH:6][C:7]2[O:12][C@:11]([CH3:18])([CH:13]([O:16][CH3:17])[O:14][CH3:15])[C@@H:10]3[O:19][C@@H:9]3[C:8]=2[CH:20]=1)([O-:3])=[O:2].[Cl:21][C:22]1[CH:27]=[CH:26][CH:25]=[CH:24][C:23]=1[NH:28][CH2:29][C:30]1[N:31]=[N:32][N:33]([CH3:35])[N:34]=1. No catalyst specified. The product is [N+:1]([C:4]1[CH:5]=[CH:6][C:7]2[O:12][C@:11]([CH3:18])([CH:13]([O:16][CH3:17])[O:14][CH3:15])[C@H:10]([OH:19])[C@@H:9]([N:28]([C:23]3[CH:24]=[CH:25][CH:26]=[CH:27][C:22]=3[Cl:21])[CH2:29][C:30]3[N:31]=[N:32][N:33]([CH3:35])[N:34]=3)[C:8]=2[CH:20]=1)([O-:3])=[O:2]. The yield is 0.150. (5) The product is [Cl:1][C:2]1[N:3]([CH2:10][C@@H:11]([OH:24])[CH2:12][N:28]2[CH2:27][CH2:26][N:25]([C:31]([O:33][C:34]([CH3:37])([CH3:36])[CH3:35])=[O:32])[CH2:30][CH2:29]2)[CH:4]=[C:5]([N+:7]([O-:9])=[O:8])[N:6]=1. The yield is 0.660. The reactants are [Cl:1][C:2]1[N:3]([CH2:10][C@@H:11]([OH:24])[CH2:12]OS(C2C=CC(C)=CC=2)(=O)=O)[CH:4]=[C:5]([N+:7]([O-:9])=[O:8])[N:6]=1.[N:25]1([C:31]([O:33][C:34]([CH3:37])([CH3:36])[CH3:35])=[O:32])[CH2:30][CH2:29][NH:28][CH2:27][CH2:26]1.C(N(CC)CC)C. The catalyst is C(#N)C. (6) The reactants are C(OC1C=CN([CH2:15][C:16]([C:18]2[CH:23]=[CH:22][C:21]([CH2:24][OH:25])=[CH:20][C:19]=2[CH3:26])=[O:17])C(=O)C=1)C1C=CC=CC=1.[F:28][C:29]1[CH:30]=[CH:31][C:32]([CH2:35][O:36][C:37]2[CH:42]=[N:41][NH:40][C:39](=[O:43])[CH:38]=2)=[N:33][CH:34]=1. No catalyst specified. The product is [F:28][C:29]1[CH:30]=[CH:31][C:32]([CH2:35][O:36][C:37]2[CH:42]=[N:41][N:40]([CH2:15][C:16]([C:18]3[CH:23]=[CH:22][C:21]([CH2:24][OH:25])=[CH:20][C:19]=3[CH3:26])=[O:17])[C:39](=[O:43])[CH:38]=2)=[N:33][CH:34]=1. The yield is 0.910. (7) The reactants are [OH:1][C:2]1[CH:3]=[C:4]([CH2:9][C@H:10]([NH:26]C(OC(C)(C)C)=O)[C:11]([O:13][C@H:14]([CH3:25])[CH2:15][O:16][C:17]([C:19]2[CH:24]=[CH:23][CH:22]=[CH:21][CH:20]=2)=[O:18])=[O:12])[CH:5]=[CH:6][C:7]=1[OH:8].[ClH:34]. The catalyst is O1CCOCC1. The product is [ClH:34].[NH2:26][C@@H:10]([CH2:9][C:4]1[CH:5]=[CH:6][C:7]([OH:8])=[C:2]([OH:1])[CH:3]=1)[C:11]([O:13][C@H:14]([CH3:25])[CH2:15][O:16][C:17]([C:19]1[CH:24]=[CH:23][CH:22]=[CH:21][CH:20]=1)=[O:18])=[O:12]. The yield is 0.930.